This data is from M1 muscarinic receptor antagonist screen with 61,756 compounds. The task is: Binary Classification. Given a drug SMILES string, predict its activity (active/inactive) in a high-throughput screening assay against a specified biological target. (1) The drug is S(CC(=O)NC1CCN(CC1)C(OCC)=O)c1c2c(n(CC)c(=O)c1)cccc2. The result is 0 (inactive). (2) The compound is O(Cc1c(OCC)ccc(c1)C(=O)C)c1ccc(n2nnnc2)cc1. The result is 0 (inactive).